This data is from Full USPTO retrosynthesis dataset with 1.9M reactions from patents (1976-2016). The task is: Predict the reactants needed to synthesize the given product. (1) The reactants are: [NH2:1][C:2]1[CH:7]=[CH:6][C:5]([C:8]2[C:12]([C:13]([NH2:15])=[O:14])=[C:11]([NH:16][C:17]([N:19]3[CH2:23][CH2:22][CH2:21][C:20]3=[O:24])=[O:18])[S:10][N:9]=2)=[CH:4][CH:3]=1.C(N(C(C)C)CC)(C)C.[C:34]1([CH3:43])[CH:39]=[CH:38][C:37]([N:40]=[C:41]=[O:42])=[CH:36][CH:35]=1. Given the product [CH3:43][C:34]1[CH:39]=[CH:38][C:37]([NH:40][C:41]([NH:1][C:2]2[CH:3]=[CH:4][C:5]([C:8]3[C:12]([C:13]([NH2:15])=[O:14])=[C:11]([NH:16][C:17]([N:19]4[CH2:23][CH2:22][CH2:21][C:20]4=[O:24])=[O:18])[S:10][N:9]=3)=[CH:6][CH:7]=2)=[O:42])=[CH:36][CH:35]=1, predict the reactants needed to synthesize it. (2) The reactants are: Cl.[F:2][C:3]1[C:13]([F:14])=[C:7]([C:8]([O:10]CC)=O)[C:6]([NH2:15])=[CH:5][CH:4]=1.[C:16]([C:18]([O:20][CH2:21][CH3:22])=[O:19])#[N:17]. Given the product [F:14][C:13]1[C:3]([F:2])=[CH:4][CH:5]=[C:6]2[C:7]=1[C:8](=[O:10])[NH:17][C:16]([C:18]([O:20][CH2:21][CH3:22])=[O:19])=[N:15]2, predict the reactants needed to synthesize it. (3) The reactants are: I[C:2]1[C:7]([CH3:8])=[CH:6][N:5]=[C:4]([NH:9][C:10]([CH:12]2[CH2:14][CH2:13]2)=[O:11])[CH:3]=1.[CH3:15][Sn:16]([CH3:22])([CH3:21])[Sn:16]([CH3:22])([CH3:21])[CH3:15]. Given the product [CH3:8][C:7]1[C:2]([Sn:16]([CH3:22])([CH3:21])[CH3:15])=[CH:3][C:4]([NH:9][C:10]([CH:12]2[CH2:14][CH2:13]2)=[O:11])=[N:5][CH:6]=1, predict the reactants needed to synthesize it. (4) Given the product [ClH:23].[ClH:27].[Cl:23][C:10]1[CH:9]=[CH:8][C:7]2[N:6]3[C:2]([CH3:1])=[N:3][CH:4]=[C:5]3[CH2:15][N:14]=[C:13]([C:16]3[CH:17]=[CH:18][CH:19]=[CH:20][C:21]=3[F:22])[C:12]=2[CH:11]=1, predict the reactants needed to synthesize it. The reactants are: [CH3:1][C:2]1[N:6]2[C:7]3[CH:8]=[CH:9][C:10]([Cl:23])=[CH:11][C:12]=3[C:13]([C:16]3[CH:17]=[CH:18][CH:19]=[CH:20][C:21]=3[F:22])=[N:14][CH2:15][C:5]2=[CH:4][N:3]=1.C(O)C.[ClH:27].